Dataset: Reaction yield outcomes from USPTO patents with 853,638 reactions. Task: Predict the reaction yield, written as a fraction of the theoretical maximum amount of product (1.0 means a 100% yield; for example, 0.34 means a 34% yield). (1) The reactants are [Cl:1][C:2]1[C:3]([CH3:15])=[C:4](I)[C:5]([O:11][CH2:12][CH3:13])=[C:6]([C:8](=[O:10])[CH3:9])[CH:7]=1.[CH3:16][N:17]([CH3:35])[C:18]([C:20]1[CH:25]=[CH:24][C:23](B2OC(C)(C)C(C)(C)O2)=[CH:22][N:21]=1)=[O:19].C(=O)([O-])[O-].[K+].[K+]. The catalyst is O1CCOCC1.O.C1C=CC([P]([Pd]([P](C2C=CC=CC=2)(C2C=CC=CC=2)C2C=CC=CC=2)([P](C2C=CC=CC=2)(C2C=CC=CC=2)C2C=CC=CC=2)[P](C2C=CC=CC=2)(C2C=CC=CC=2)C2C=CC=CC=2)(C2C=CC=CC=2)C2C=CC=CC=2)=CC=1. The product is [C:8]([C:6]1[C:5]([O:11][CH2:12][CH3:13])=[C:4]([C:23]2[CH:24]=[CH:25][C:20]([C:18]([N:17]([CH3:35])[CH3:16])=[O:19])=[N:21][CH:22]=2)[C:3]([CH3:15])=[C:2]([Cl:1])[CH:7]=1)(=[O:10])[CH3:9]. The yield is 0.820. (2) The reactants are [C:1]([NH:5][S:6]([C:9]1[C:18]2[C:13](=[CH:14][CH:15]=[CH:16][CH:17]=2)[C:12]([C:19]2[O:23][C:22]([C:24]([O:26]C)=[O:25])=[C:21]([CH3:28])[C:20]=2[CH2:29][CH:30]2[CH2:35][CH2:34][CH2:33][CH2:32][CH2:31]2)=[CH:11][CH:10]=1)(=[O:8])=[O:7])([CH3:4])([CH3:3])[CH3:2].[OH-].[Na+]. The catalyst is CO. The product is [C:1]([NH:5][S:6]([C:9]1[C:18]2[C:13](=[CH:14][CH:15]=[CH:16][CH:17]=2)[C:12]([C:19]2[O:23][C:22]([C:24]([OH:26])=[O:25])=[C:21]([CH3:28])[C:20]=2[CH2:29][CH:30]2[CH2:31][CH2:32][CH2:33][CH2:34][CH2:35]2)=[CH:11][CH:10]=1)(=[O:8])=[O:7])([CH3:4])([CH3:2])[CH3:3]. The yield is 0.890. (3) The reactants are [NH:1]1[C:5]2=[N:6][CH:7]=[CH:8][CH:9]=[C:4]2[C:3]([C:10](=[O:12])[CH3:11])=[CH:2]1.C([O-])([O-])=O.[Cs+].[Cs+].[Cl:19][CH2:20][CH2:21][CH2:22]I. The catalyst is CC#N. The product is [Cl:19][CH2:20][CH2:21][CH2:22][N:1]1[C:5]2=[N:6][CH:7]=[CH:8][CH:9]=[C:4]2[C:3]([C:10](=[O:12])[CH3:11])=[CH:2]1. The yield is 0.470. (4) The reactants are O[C:2]1[CH:7]=[C:6]([C:8]2[CH:13]=[CH:12][CH:11]=[CH:10][CH:9]=2)[N:5]=[CH:4][N:3]=1.P(Cl)(Cl)([Cl:16])=O. No catalyst specified. The product is [Cl:16][C:2]1[CH:7]=[C:6]([C:8]2[CH:13]=[CH:12][CH:11]=[CH:10][CH:9]=2)[N:5]=[CH:4][N:3]=1. The yield is 0.935. (5) The reactants are [N-:1]=[N+:2]=[N-:3].[Na+].O=O.[CH3:7][O:8][C:9]1[CH:10]=[C:11]([C:17](=[O:25])[CH:18]=[CH:19][C:20]([O:22][CH2:23][CH3:24])=[O:21])[CH:12]=[CH:13][C:14]=1[O:15][CH3:16].N([O-])=O.[Na+].S(=O)(=O)(O)O. The catalyst is CN(C)C=O.[Cu]Cl.O. The product is [CH3:7][O:8][C:9]1[CH:10]=[C:11]([CH:12]=[CH:13][C:14]=1[O:15][CH3:16])[C:17]([C:18]1[NH:3][N:2]=[N:1][C:19]=1[C:20]([O:22][CH2:23][CH3:24])=[O:21])=[O:25]. The yield is 0.810. (6) The reactants are [NH2:1][CH2:2][C:3]1[CH:8]=[CH:7][N:6]=[CH:5][CH:4]=1.C([NH:12][C:13]1[CH:22]=[CH:21][C:16]([S:17](Cl)(=[O:19])=[O:18])=[CH:15][CH:14]=1)(=O)C.[N:23]1C=CC=CC=1. No catalyst specified. The product is [NH2:12][C:13]1[CH:22]=[CH:21][C:16]([S:17]([NH:23][C:5]2[CH:4]=[C:3]([CH2:2][NH2:1])[CH:8]=[CH:7][N:6]=2)(=[O:19])=[O:18])=[CH:15][CH:14]=1. The yield is 0.439. (7) The reactants are Cl.[Br:2][C:3]1[CH:11]=[C:10]2[C:6]([C:7]([CH2:12][CH2:13][NH2:14])=[CH:8][NH:9]2)=[CH:5][CH:4]=1.Br[C:16]1[CH:24]=CC=C2[C:17]=1C(CCN)=CN2.[O-]S([O-])(=O)=O.[Na+].[Na+]. The catalyst is CC(C)=O.C(O)CCC. The product is [Br:2][C:3]1[CH:11]=[C:10]2[C:6]([C:7]3[CH2:12][CH2:13][NH:14][C:16]([CH3:24])([CH3:17])[C:8]=3[NH:9]2)=[CH:5][CH:4]=1. The yield is 0.150. (8) The reactants are Cl.Cl.[CH3:3][O:4][C:5]1[N:10]=[CH:9][C:8]([N:11]2[CH2:26][CH2:25][C:14]3[N:15]=[CH:16][N:17]=[C:18]([O:19][C@H:20]4[CH2:24][CH2:23][NH:22][CH2:21]4)[C:13]=3[CH2:12]2)=[CH:7][C:6]=1[C:27]([F:30])([F:29])[F:28].C(N(CC)CC)C.Cl.[CH3:39][N:40]1[CH2:45][CH2:44][N:43]([C:46](Cl)=[O:47])[CH2:42][CH2:41]1. The catalyst is C(Cl)Cl. The product is [CH3:3][O:4][C:5]1[N:10]=[CH:9][C:8]([N:11]2[CH2:26][CH2:25][C:14]3[N:15]=[CH:16][N:17]=[C:18]([O:19][C@H:20]4[CH2:24][CH2:23][N:22]([C:46]([N:43]5[CH2:44][CH2:45][N:40]([CH3:39])[CH2:41][CH2:42]5)=[O:47])[CH2:21]4)[C:13]=3[CH2:12]2)=[CH:7][C:6]=1[C:27]([F:30])([F:28])[F:29]. The yield is 0.580.